From a dataset of Reaction yield outcomes from USPTO patents with 853,638 reactions. Predict the reaction yield, written as a fraction of the theoretical maximum amount of product (1.0 means a 100% yield; for example, 0.34 means a 34% yield). (1) The reactants are C([O:3][C:4](=O)[NH:5][CH2:6][CH2:7][C:8]1[CH:13]=[CH:12][C:11]([C:14]([F:17])([F:16])[F:15])=[CH:10][CH:9]=1)C.O=P12OP3(OP(OP(O3)(O1)=O)(=O)O2)=O. The catalyst is O=P(Cl)(Cl)Cl. The product is [F:15][C:14]([F:17])([F:16])[C:11]1[CH:12]=[C:13]2[C:8]([CH2:7][CH2:6][NH:5][C:4]2=[O:3])=[CH:9][CH:10]=1. The yield is 0.202. (2) The reactants are CO[C:3]1[CH:4]=[C:5]([CH:11]=[CH:12][CH:13]=1)[CH:6]=[CH:7]C(O)=O.[CH2:14]([N:16](CC)CC)C.ClC(OCC)=O.[N-]=[N+]=[N-].[Na+]. The catalyst is CC(C)=O.O. The product is [CH:14]1[C:4]2[C:5](=[CH:11][CH:12]=[CH:13][CH:3]=2)[CH:6]=[CH:7][N:16]=1. The yield is 0.510. (3) The reactants are [O:1]1[CH2:5][CH2:4][CH:3]([CH2:6][OH:7])[CH2:2]1.C(N(CC)CC)C.[CH3:15][S:16](Cl)(=[O:18])=[O:17].C([O-])(O)=O.[Na+]. The catalyst is ClCCl. The product is [CH3:15][S:16]([O:7][CH2:6][CH:3]1[CH2:4][CH2:5][O:1][CH2:2]1)(=[O:18])=[O:17]. The yield is 0.990. (4) The reactants are [NH2:1][C:2]1[C:11]2[C:6](=[CH:7][CH:8]=[CH:9][CH:10]=2)[CH:5]=[CH:4][C:3]=1[C:12]([OH:21])([C:17]([F:20])([F:19])[F:18])[C:13]([F:16])([F:15])[F:14].[F:22][C:23]1[CH:31]=[CH:30][C:26]([C:27](Cl)=[O:28])=[CH:25][CH:24]=1. No catalyst specified. The product is [F:22][C:23]1[CH:31]=[CH:30][C:26]([C:27]([NH:1][C:2]2[C:11]3[C:6](=[CH:7][CH:8]=[CH:9][CH:10]=3)[CH:5]=[CH:4][C:3]=2[C:12]([OH:21])([C:13]([F:14])([F:15])[F:16])[C:17]([F:18])([F:19])[F:20])=[O:28])=[CH:25][CH:24]=1. The yield is 0.220. (5) The reactants are [NH:1]1[C:9]2[C:4](=[CH:5][C:6]([O:10][C:11]3[C:20]4[C:15](=[CH:16][C:17]([O:23][CH2:24][C@H:25]5[CH2:27][O:26]5)=[C:18]([O:21][CH3:22])[CH:19]=4)[N:14]=[CH:13][N:12]=3)=[CH:7][CH:8]=2)[CH:3]=[CH:2]1.[CH:28]([NH:31][CH:32]([CH3:34])[CH3:33])([CH3:30])[CH3:29]. The catalyst is CN(C=O)C. The product is [OH:26][C@H:25]([CH2:27][N:31]([CH:32]([CH3:34])[CH3:33])[CH:28]([CH3:30])[CH3:29])[CH2:24][O:23][C:17]1[CH:16]=[C:15]2[C:20]([C:11]([O:10][C:6]3[CH:5]=[C:4]4[C:9](=[CH:8][CH:7]=3)[NH:1][CH:2]=[CH:3]4)=[N:12][CH:13]=[N:14]2)=[CH:19][C:18]=1[O:21][CH3:22]. The yield is 0.860.